Predict which catalyst facilitates the given reaction. From a dataset of Catalyst prediction with 721,799 reactions and 888 catalyst types from USPTO. (1) Reactant: FC(F)(F)C(O)=O.[NH2:8][C:9]([CH3:19])([CH3:18])[CH2:10][C:11]([N:13]1[CH2:17][CH2:16][CH2:15][CH2:14]1)=[O:12].C(=O)([O-])[O-].[K+].[K+].Br[CH2:27][C:28]([N:30]1[CH2:34][C@@H:33]([F:35])[CH2:32][C@H:31]1[C:36]#[N:37])=[O:29]. Product: [CH3:18][C:9]([NH:8][CH2:27][C:28]([N:30]1[CH2:34][C@@H:33]([F:35])[CH2:32][C@H:31]1[C:36]#[N:37])=[O:29])([CH3:19])[CH2:10][C:11](=[O:12])[N:13]1[CH2:17][CH2:16][CH2:15][CH2:14]1. The catalyst class is: 1. (2) Reactant: [CH:1]1([C:4](=[O:22])[CH2:5][C:6]([C:8]2[C:9]([C:18]([F:21])([F:20])[F:19])=[N:10][C:11]3[C:16]([CH:17]=2)=[CH:15][CH:14]=[CH:13][N:12]=3)=[O:7])[CH2:3][CH2:2]1.[O-]CC.[Mg+2].[O-]CC.[CH:30]1([C:33](Cl)=[O:34])[CH2:32][CH2:31]1. Product: [F:20][C:18]([F:21])([F:19])[C:9]1[C:8]([C:6]([CH:5]([C:33]([CH:30]2[CH2:32][CH2:31]2)=[O:34])[C:4]([CH:1]2[CH2:3][CH2:2]2)=[O:22])=[O:7])=[CH:17][C:16]2[C:11](=[N:12][CH:13]=[CH:14][CH:15]=2)[N:10]=1. The catalyst class is: 7. (3) Reactant: Br[C:2]1[N:10]([CH2:11][C:12]2[CH:17]=[CH:16][C:15]([C:18]([F:21])([F:20])[F:19])=[CH:14][CH:13]=2)[C:9]2[C:4](=[N:5][C:6]([C:29]#[N:30])=[N:7][C:8]=2[NH:22][C@@H:23]([CH:25]2[CH2:28][CH2:27][CH2:26]2)[CH3:24])[N:3]=1.[F-].[Cs+].[CH:33]([C:36]1[CH:41]=[CH:40][N:39]=[C:38]([Sn](CCCC)(CCCC)CCCC)[N:37]=1)([CH3:35])[CH3:34].O. Product: [CH:25]1([C@H:23]([NH:22][C:8]2[N:7]=[C:6]([C:29]#[N:30])[N:5]=[C:4]3[C:9]=2[N:10]([CH2:11][C:12]2[CH:17]=[CH:16][C:15]([C:18]([F:21])([F:19])[F:20])=[CH:14][CH:13]=2)[C:2]([C:38]2[N:37]=[C:36]([CH:33]([CH3:35])[CH3:34])[CH:41]=[CH:40][N:39]=2)=[N:3]3)[CH3:24])[CH2:28][CH2:27][CH2:26]1. The catalyst class is: 555. (4) Product: [F:23][CH:2]([F:1])[O:3][C:4]1[C:5]([O:22][CH2:31][C:32]2[CH:33]=[CH:34][C:35]([S:38]([CH3:41])(=[O:40])=[O:39])=[CH:36][CH:37]=2)=[C:6]([C:12]2[CH:13]=[C:14]3[C:18](=[CH:19][CH:20]=2)[C:17](=[O:21])[O:16][CH2:15]3)[CH:7]=[CH:8][C:9]=1[O:10][CH3:11]. The catalyst class is: 10. Reactant: [F:1][CH:2]([F:23])[O:3][C:4]1[C:5]([OH:22])=[C:6]([C:12]2[CH:13]=[C:14]3[C:18](=[CH:19][CH:20]=2)[C:17](=[O:21])[O:16][CH2:15]3)[CH:7]=[CH:8][C:9]=1[O:10][CH3:11].C(=O)([O-])[O-].[K+].[K+].Br[CH2:31][C:32]1[CH:37]=[CH:36][C:35]([S:38]([CH3:41])(=[O:40])=[O:39])=[CH:34][CH:33]=1. (5) Reactant: C[Si]([N-][Si](C)(C)C)(C)C.[Na+].[CH3:11][O:12][C:13]1[CH:24]=[CH:23][C:16]([CH2:17][C:18]2([C:21]#[N:22])[CH2:20][CH2:19]2)=[CH:15][CH:14]=1.C1(C#N)CC1.ClCC1C=CC(OC)=CC=1. Product: [CH3:11][O:12][C:13]1[CH:24]=[CH:23][C:16]([CH2:17][C:18]2([C:21]#[N:22])[CH2:19][CH2:20]2)=[CH:15][CH:14]=1. The catalyst class is: 1. (6) Reactant: [C:1]([O:5][C:6](=[O:28])[NH:7][C:8]1[CH:13]=[C:12]([S:14]C#N)[C:11]([CH:17]([CH3:19])[CH3:18])=[CH:10][C:9]=1[NH:20][C:21]([O:23][C:24]([CH3:27])([CH3:26])[CH3:25])=[O:22])([CH3:4])([CH3:3])[CH3:2].S.[Na].[BH4-].[Na+].CO. Product: [C:1]([O:5][C:6](=[O:28])[NH:7][C:8]1[CH:13]=[C:12]([SH:14])[C:11]([CH:17]([CH3:18])[CH3:19])=[CH:10][C:9]=1[NH:20][C:21]([O:23][C:24]([CH3:25])([CH3:27])[CH3:26])=[O:22])([CH3:2])([CH3:3])[CH3:4]. The catalyst class is: 313. (7) Reactant: [C:1]([C:3]1[CH:4]=[C:5]([CH2:18][N:19]2[C:23]([CH3:24])=[CH:22][C:21]([C:25]([O:27]CC)=[O:26])=[N:20]2)[C:6]2[O:10][C:9]([C:11]3[CH:16]=[CH:15][CH:14]=[CH:13][CH:12]=3)=[CH:8][C:7]=2[CH:17]=1)#[N:2].[OH-].[Na+]. Product: [C:1]([C:3]1[CH:4]=[C:5]([CH2:18][N:19]2[C:23]([CH3:24])=[CH:22][C:21]([C:25]([OH:27])=[O:26])=[N:20]2)[C:6]2[O:10][C:9]([C:11]3[CH:16]=[CH:15][CH:14]=[CH:13][CH:12]=3)=[CH:8][C:7]=2[CH:17]=1)#[N:2]. The catalyst class is: 8.